Dataset: Full USPTO retrosynthesis dataset with 1.9M reactions from patents (1976-2016). Task: Predict the reactants needed to synthesize the given product. (1) Given the product [F:25][C:26]([F:36])([F:37])[C:27]1[CH:35]=[CH:34][CH:33]=[CH:32][C:28]=1[C:29]([N:5]1[CH2:4][CH2:3][N:2]([C:8]2[N:9]=[CH:10][C:11]([C:14]3[N:15]=[N:16][N:17]([CH2:19][C:20]([O:22][CH2:23][CH3:24])=[O:21])[N:18]=3)=[CH:12][N:13]=2)[CH2:7][CH2:6]1)=[O:30], predict the reactants needed to synthesize it. The reactants are: Cl.[N:2]1([C:8]2[N:13]=[CH:12][C:11]([C:14]3[N:15]=[N:16][N:17]([CH2:19][C:20]([O:22][CH2:23][CH3:24])=[O:21])[N:18]=3)=[CH:10][N:9]=2)[CH2:7][CH2:6][NH:5][CH2:4][CH2:3]1.[F:25][C:26]([F:37])([F:36])[C:27]1[CH:35]=[CH:34][CH:33]=[CH:32][C:28]=1[C:29](O)=[O:30].CN(C(ON1N=NC2C=CC=NC1=2)=[N+](C)C)C.F[P-](F)(F)(F)(F)F.C(N(CC)CC)C. (2) Given the product [CH2:18]([C:7]1([CH2:22][CH2:21][CH3:26])[C:6]2[CH:5]=[C:4]([Br:3])[CH:16]=[CH:15][C:14]=2[C:13]2[C:8]1=[CH:9][CH:10]=[CH:11][CH:12]=2)[CH2:19][CH3:20], predict the reactants needed to synthesize it. The reactants are: [OH-].[Na+].[Br:3][C:4]1[CH:16]=[CH:15][C:14]2[C:13]3[C:8](=[CH:9][CH:10]=[CH:11][CH:12]=3)[CH2:7][C:6]=2[CH:5]=1.Br[CH2:18][CH2:19][CH3:20].[C:21]1(C)[CH:26]=CC=C[CH:22]=1. (3) Given the product [Br:1][C:2]1[CH:3]=[C:4]([C:8]2[C:21]([C:22]3[CH:23]=[CH:24][N:34]=[C:35]([NH2:37])[N:36]=3)=[C:11]3[CH:12]=[CH:13][CH:14]=[C:15]([N:16]4[CH2:20][CH2:19][CH2:18][CH2:17]4)[N:10]3[N:9]=2)[CH:5]=[CH:6][CH:7]=1, predict the reactants needed to synthesize it. The reactants are: [Br:1][C:2]1[CH:3]=[C:4]([C:8]2[C:21]([C:22](=O)/[CH:23]=[CH:24]/N(C)C)=[C:11]3[CH:12]=[CH:13][CH:14]=[C:15]([N:16]4[CH2:20][CH2:19][CH2:18][CH2:17]4)[N:10]3[N:9]=2)[CH:5]=[CH:6][CH:7]=1.S(O)(O)(=O)=O.[NH2:34][C:35]([NH2:37])=[NH:36]. (4) Given the product [C:22]([O:1][CH2:2][CH2:3][C@H:4]1[CH2:5][CH2:6][C@H:7]([CH:10]([NH:14][C:15]([O:16][C:17]([CH3:18])([CH3:20])[CH3:19])=[O:21])[CH2:11][CH:12]=[O:13])[CH2:8][CH2:9]1)(=[O:24])[CH3:23], predict the reactants needed to synthesize it. The reactants are: [OH:1][CH2:2][CH2:3][C@H:4]1[CH2:9][CH2:8][C@H:7]([CH:10]([NH:14][C:15](=[O:21])[O:16][C:17]([CH3:20])([CH3:19])[CH3:18])[CH2:11][CH:12]=[O:13])[CH2:6][CH2:5]1.[C:22](OC(=O)C)(=[O:24])[CH3:23].